The task is: Predict which catalyst facilitates the given reaction.. This data is from Catalyst prediction with 721,799 reactions and 888 catalyst types from USPTO. (1) Reactant: [C:1]([O:5][C:6]([NH:8][C:9]1[CH:10]=[C:11]([CH:16]=[CH:17][CH:18]=1)[C:12]([O:14][CH3:15])=[O:13])=[O:7])([CH3:4])([CH3:3])[CH3:2].[H-].[Na+].[CH2:21](Br)[C:22]1[CH:27]=[CH:26][CH:25]=[CH:24][CH:23]=1.O. Product: [CH2:21]([N:8]([C:6]([O:5][C:1]([CH3:4])([CH3:2])[CH3:3])=[O:7])[C:9]1[CH:10]=[C:11]([CH:16]=[CH:17][CH:18]=1)[C:12]([O:14][CH3:15])=[O:13])[C:22]1[CH:27]=[CH:26][CH:25]=[CH:24][CH:23]=1. The catalyst class is: 3. (2) Reactant: [CH3:1][O:2][C:3]1[CH:4]=[C:5]2[C:10](=[CH:11][C:12]=1[O:13][CH3:14])[N:9]=[CH:8][CH:7]=[C:6]2[O:15][C:16]1[CH:22]=[CH:21][C:19]([NH2:20])=[C:18]([F:23])[CH:17]=1.C(N(CC)CC)C.ClC(Cl)(O[C:35](=[O:41])OC(Cl)(Cl)Cl)Cl.[S:43]1[CH:47]=[CH:46][N:45]=[C:44]1[C@H:48]([NH2:50])[CH3:49]. Product: [CH3:1][O:2][C:3]1[CH:4]=[C:5]2[C:10](=[CH:11][C:12]=1[O:13][CH3:14])[N:9]=[CH:8][CH:7]=[C:6]2[O:15][C:16]1[CH:22]=[CH:21][C:19]([NH:20][C:35]([NH:50][C@@H:48]([C:44]2[S:43][CH:47]=[CH:46][N:45]=2)[CH3:49])=[O:41])=[C:18]([F:23])[CH:17]=1. The catalyst class is: 22. (3) Reactant: [CH3:1][O:2][N:3]=[CH:4][C:5]1[CH:10]=[CH:9][C:8]([N+:11]([O-:13])=[O:12])=[C:7]([OH:14])[CH:6]=1.N1C=CN=C1.[CH:20]([Si:23](Cl)([CH:27]([CH3:29])[CH3:28])[CH:24]([CH3:26])[CH3:25])([CH3:22])[CH3:21].C(OCC)(=O)C. Product: [CH3:1][O:2][N:3]=[CH:4][C:5]1[CH:10]=[CH:9][C:8]([N+:11]([O-:13])=[O:12])=[C:7]([O:14][Si:23]([CH:27]([CH3:29])[CH3:28])([CH:24]([CH3:26])[CH3:25])[CH:20]([CH3:22])[CH3:21])[CH:6]=1. The catalyst class is: 869. (4) Reactant: [CH3:1][C:2]1([CH3:20])[C:10]2[C:5](=[CH:6][C:7]([N:11]3[CH2:16][CH2:15][O:14][CH2:13][CH2:12]3)=[CH:8][CH:9]=2)[N:4](C(=O)C)[CH2:3]1.Cl.C([O-])(O)=O.[Na+]. Product: [CH3:1][C:2]1([CH3:20])[C:10]2[C:5](=[CH:6][C:7]([N:11]3[CH2:16][CH2:15][O:14][CH2:13][CH2:12]3)=[CH:8][CH:9]=2)[NH:4][CH2:3]1. The catalyst class is: 10.